Predict the reactants needed to synthesize the given product. From a dataset of Full USPTO retrosynthesis dataset with 1.9M reactions from patents (1976-2016). Given the product [F:33][C:24]([F:23])([F:32])[C:25]1[CH:29]=[C:28]([CH2:30][NH:31][C:20]([C:10]2[N:11]=[N:12][C:13]([O:14][CH2:15][C:16]([F:19])([F:17])[F:18])=[C:8]([C:5]3[CH:4]=[CH:3][C:2]([Cl:1])=[CH:7][CH:6]=3)[CH:9]=2)=[O:22])[O:27][N:26]=1, predict the reactants needed to synthesize it. The reactants are: [Cl:1][C:2]1[CH:7]=[CH:6][C:5]([C:8]2[CH:9]=[C:10]([C:20]([OH:22])=O)[N:11]=[N:12][C:13]=2[O:14][CH2:15][C:16]([F:19])([F:18])[F:17])=[CH:4][CH:3]=1.[F:23][C:24]([F:33])([F:32])[C:25]1[CH:29]=[C:28]([CH2:30][NH2:31])[O:27][N:26]=1.